This data is from Reaction yield outcomes from USPTO patents with 853,638 reactions. The task is: Predict the reaction yield, written as a fraction of the theoretical maximum amount of product (1.0 means a 100% yield; for example, 0.34 means a 34% yield). (1) The reactants are Cl[CH2:2][C:3]1[N:4]=[CH:5][C:6]2[C:11]([CH:12]=1)=[CH:10][CH:9]=[CH:8][CH:7]=2.[CH3:13][NH2:14]. The catalyst is ClCCl. The product is [CH:5]1[C:6]2[C:11](=[CH:10][CH:9]=[CH:8][CH:7]=2)[CH:12]=[C:3]([CH2:2][NH:14][CH3:13])[N:4]=1. The yield is 0.770. (2) The reactants are [OH:1][CH2:2][CH:3]1[CH2:6][N:5]([C:7]([O:9][C:10]([CH3:13])([CH3:12])[CH3:11])=[O:8])[CH2:4]1.CCN(C(C)C)C(C)C.[CH3:23][S:24](Cl)(=[O:26])=[O:25]. The catalyst is C(Cl)Cl. The product is [CH3:23][S:24]([O:1][CH2:2][CH:3]1[CH2:6][N:5]([C:7]([O:9][C:10]([CH3:13])([CH3:12])[CH3:11])=[O:8])[CH2:4]1)(=[O:26])=[O:25]. The yield is 1.00. (3) The reactants are [NH2:1][C:2]1[C:7]([CH:8]=O)=[C:6]([CH:10]2[CH2:15][CH2:14][CH2:13][N:12]([C:16]([O:18][C:19]([CH3:22])([CH3:21])[CH3:20])=[O:17])[CH2:11]2)[CH:5]=[C:4]([C:23]2[CH:28]=[CH:27][CH:26]=[CH:25][C:24]=2[OH:29])[N:3]=1.[C:30](OCC)(=[O:37])[CH2:31][C:32]([O:34][CH2:35][CH3:36])=[O:33].N1CCCCC1. The catalyst is C(O)C. The product is [C:19]([O:18][C:16]([N:12]1[CH2:13][CH2:14][CH2:15][CH:10]([C:6]2[CH:5]=[C:4]([C:23]3[CH:28]=[CH:27][CH:26]=[CH:25][C:24]=3[OH:29])[N:3]=[C:2]3[C:7]=2[CH:8]=[C:31]([C:32]([O:34][CH2:35][CH3:36])=[O:33])[C:30](=[O:37])[NH:1]3)[CH2:11]1)=[O:17])([CH3:21])([CH3:22])[CH3:20]. The yield is 0.710. (4) The reactants are [O:1]1[CH:5]=[CH:4][CH:3]=[C:2]1[C:6]1[N:11]=[C:10]([NH2:12])[CH:9]=[C:8]([N:13]2[CH:17]=[CH:16][CH:15]=[N:14]2)[N:7]=1.N1C=CC=CC=1.[Cl:24][CH:25]([C:29]1[CH:34]=[CH:33][CH:32]=[CH:31][CH:30]=1)[C:26](Cl)=[O:27]. The catalyst is CN(C)C1C=CN=CC=1.C(Cl)Cl. The product is [Cl:24][CH:25]([C:29]1[CH:34]=[CH:33][CH:32]=[CH:31][CH:30]=1)[C:26]([NH:12][C:10]1[CH:9]=[C:8]([N:13]2[CH:17]=[CH:16][CH:15]=[N:14]2)[N:7]=[C:6]([C:2]2[O:1][CH:5]=[CH:4][CH:3]=2)[N:11]=1)=[O:27]. The yield is 0.650. (5) The yield is 0.590. The reactants are [CH3:1][O:2][C:3]1[CH:4]=[CH:5][C:6]2[N:11]=[CH:10][C:9](=[O:12])[N:8]([CH2:13][CH:14]=O)[C:7]=2[N:16]=1.[NH:17]1[CH2:22][CH2:21][CH:20]([NH:23][C:24](=[O:30])[O:25][C:26]([CH3:29])([CH3:28])[CH3:27])[CH2:19][CH2:18]1.[O-]S([O-])(=O)=O.[Na+].[Na+].[BH-](OC(C)=O)(OC(C)=O)OC(C)=O.[Na+]. The product is [CH3:1][O:2][C:3]1[CH:4]=[CH:5][C:6]2[N:11]=[CH:10][C:9](=[O:12])[N:8]([CH2:13][CH2:14][N:17]3[CH2:18][CH2:19][CH:20]([NH:23][C:24](=[O:30])[O:25][C:26]([CH3:28])([CH3:27])[CH3:29])[CH2:21][CH2:22]3)[C:7]=2[N:16]=1. The catalyst is CO.C(Cl)Cl. (6) The reactants are [I:1][C:2]1[C:10]2[C:5](=[C:6]([N+:11]([O-:13])=[O:12])[CH:7]=[CH:8][CH:9]=2)[NH:4][N:3]=1.[OH-].[K+].[CH3:16][O:17][C:18]1[CH:25]=[CH:24][C:21]([CH2:22]Cl)=[CH:20][CH:19]=1. The catalyst is CC(C)=O.O. The product is [I:1][C:2]1[C:10]2[C:5](=[C:6]([N+:11]([O-:13])=[O:12])[CH:7]=[CH:8][CH:9]=2)[N:4]([CH2:22][C:21]2[CH:24]=[CH:25][C:18]([O:17][CH3:16])=[CH:19][CH:20]=2)[N:3]=1. The yield is 0.910. (7) The reactants are [CH2:1]([N:3]1[CH2:8][CH2:7][CH:6]([CH:9]2[CH2:14][CH2:13][N:12](C(OCC3C=CC=CC=3)=O)[CH2:11][CH2:10]2)[CH2:5][CH2:4]1)[CH3:2].O.C(O)(=O)C.[H][H]. The catalyst is CO.[Pd]. The product is [CH2:1]([N:3]1[CH2:4][CH2:5][CH:6]([CH:9]2[CH2:14][CH2:13][NH:12][CH2:11][CH2:10]2)[CH2:7][CH2:8]1)[CH3:2]. The yield is 1.00. (8) The reactants are [CH2:1]([N:3]1[C:12]2[C:7](=[CH:8][C:9]([N+:13]([O-:15])=[O:14])=[CH:10][CH:11]=2)[C:6](=[O:16])[NH:5][C:4]1=O)[CH3:2].[C:18](=[O:21])([O-])[O-].[K+].[K+].Br[CH2:25][CH:26]1CC1.[CH3:29]N(C=O)C. No catalyst specified. The product is [CH:2]1([CH2:1][N:3]2[C:12]3[C:7](=[CH:8][C:9]([N+:13]([O-:15])=[O:14])=[CH:10][CH:11]=3)[C:6](=[O:16])[N:5]([CH2:4][CH3:29])[C:18]2=[O:21])[CH2:26][CH2:25]1. The yield is 0.487. (9) The reactants are [Cl:1][C:2]1[C:3]([O:30][C@H:31]2[CH2:36][C@@H:35]([OH:37])[CH2:34][CH2:33][C@@H:32]2[C:38]2[N:42]([CH3:43])[N:41]=[CH:40][CH:39]=2)=[CH:4][C:5]([F:29])=[C:6]([S:8]([N:11](CC2C=CC(OC)=CC=2OC)[C:12]2[CH:17]=[CH:16][N:15]=[CH:14][N:13]=2)(=[O:10])=[O:9])[CH:7]=1.C([SiH](CC)CC)C.FC(F)(F)C(O)=O. The catalyst is ClCCl. The product is [Cl:1][C:2]1[C:3]([O:30][C@H:31]2[CH2:36][C@@H:35]([OH:37])[CH2:34][CH2:33][C@@H:32]2[C:38]2[N:42]([CH3:43])[N:41]=[CH:40][CH:39]=2)=[CH:4][C:5]([F:29])=[C:6]([S:8]([NH:11][C:12]2[CH:17]=[CH:16][N:15]=[CH:14][N:13]=2)(=[O:10])=[O:9])[CH:7]=1. The yield is 0.770.